This data is from Peptide-MHC class II binding affinity with 134,281 pairs from IEDB. The task is: Regression. Given a peptide amino acid sequence and an MHC pseudo amino acid sequence, predict their binding affinity value. This is MHC class II binding data. (1) The MHC is DRB1_1501 with pseudo-sequence DRB1_1501. The binding affinity (normalized) is 0.0890. The peptide sequence is ASAAALAGDAAGAWR. (2) The peptide sequence is VDLLVNLLPAILSPGA. The MHC is DRB1_0401 with pseudo-sequence DRB1_0401. The binding affinity (normalized) is 0. (3) The peptide sequence is LQLIRLAASLQHYGL. The MHC is DRB4_0101 with pseudo-sequence DRB4_0103. The binding affinity (normalized) is 1.00. (4) The peptide sequence is AEDVIPEGWKADTSY. The MHC is DRB3_0202 with pseudo-sequence DRB3_0202. The binding affinity (normalized) is 0.154. (5) The peptide sequence is MFFVKNPTDTGHGTVHHHHHH. The MHC is DRB3_0301 with pseudo-sequence DRB3_0301. The binding affinity (normalized) is 0.538. (6) The peptide sequence is VEFVTNMGIIIPDFA. The MHC is DRB1_0802 with pseudo-sequence DRB1_0802. The binding affinity (normalized) is 0.304. (7) The peptide sequence is RDFIEGVHGGTWVSA. The MHC is DRB1_0401 with pseudo-sequence DRB1_0401. The binding affinity (normalized) is 0.196.